Task: Predict which catalyst facilitates the given reaction.. Dataset: Catalyst prediction with 721,799 reactions and 888 catalyst types from USPTO (1) Reactant: [CH3:1][C:2]1(C)[S:6][C:5]([CH3:15])([CH2:7][CH2:8][CH2:9][CH2:10][CH2:11][CH2:12][CH2:13][CH3:14])[C:4](=[O:16])[O:3]1.[CH3:18][CH2:19][O-:20].[Na+].CCN(CC)CC.C(Cl)(=O)C. Product: [CH2:19]([O:20][C:4](=[O:16])[C:5]([S:6][C:2](=[O:3])[CH3:1])([CH3:15])[CH2:7][CH2:8][CH2:9][CH2:10][CH2:11][CH2:12][CH2:13][CH3:14])[CH3:18]. The catalyst class is: 14. (2) Reactant: C([O:3][C:4]([C:6]1[CH:10]=[C:9]([C:11]2[CH:16]=[CH:15][C:14]([C:17]#[N:18])=[CH:13][C:12]=2[F:19])[O:8][N:7]=1)=[O:5])C.[OH-].[Na+]. Product: [C:17]([C:14]1[CH:15]=[CH:16][C:11]([C:9]2[O:8][N:7]=[C:6]([C:4]([OH:5])=[O:3])[CH:10]=2)=[C:12]([F:19])[CH:13]=1)#[N:18]. The catalyst class is: 7.